This data is from Catalyst prediction with 721,799 reactions and 888 catalyst types from USPTO. The task is: Predict which catalyst facilitates the given reaction. (1) Reactant: [CH3:1][N:2]([CH2:4][C@H:5]1[O:9][C@@H:8]([N:10]2[C:19]3[N:18]=[CH:17][N:16]=[C:14]([NH2:15])[C:13]=3[N:12]=[C:11]2C)[C@H:7]([OH:21])[C@@H:6]1[OH:22])[CH3:3].CNC. Product: [CH3:3][N:2]([CH2:4][C@H:5]1[O:9][C@@H:8]([N:10]2[C:19]3[N:18]=[CH:17][N:16]=[C:14]([NH2:15])[C:13]=3[N:12]=[CH:11]2)[C@H:7]([OH:21])[C@@H:6]1[OH:22])[CH3:1]. The catalyst class is: 5. (2) Reactant: Cl.[O:2]=[C:3]1[C:11]2[C:6](=[CH:7][CH:8]=[CH:9][CH:10]=2)[C:5](=[O:12])[N:4]1[CH2:13][CH2:14][C:15]1[CH:22]=[CH:21][C:18]([C:19]#[N:20])=[CH:17][CH:16]=1.[CH2:23](N)[CH2:24][NH2:25]. Product: [NH:20]1[CH2:23][CH2:24][N:25]=[C:19]1[C:18]1[CH:17]=[CH:16][C:15]([CH2:14][CH2:13][N:4]2[C:3](=[O:2])[C:11]3[C:6](=[CH:7][CH:8]=[CH:9][CH:10]=3)[C:5]2=[O:12])=[CH:22][CH:21]=1. The catalyst class is: 8.